From a dataset of Reaction yield outcomes from USPTO patents with 853,638 reactions. Predict the reaction yield, written as a fraction of the theoretical maximum amount of product (1.0 means a 100% yield; for example, 0.34 means a 34% yield). (1) The reactants are Br[C:2]1[N:3]([CH2:21][CH2:22][NH:23][C:24]([O:26][C:27]([CH3:30])([CH3:29])[CH3:28])=[O:25])[C:4]2[C:9]([C:10]=1[CH:11]1[CH2:16][CH2:15][CH2:14][CH2:13][CH2:12]1)=[CH:8][CH:7]=[C:6]([C:17]([O:19][CH3:20])=[O:18])[CH:5]=2.[C:31](=[O:34])([O-])O.[Na+]. The catalyst is COCCOC.O.C1C=CC([P]([Pd]([P](C2C=CC=CC=2)(C2C=CC=CC=2)C2C=CC=CC=2)([P](C2C=CC=CC=2)(C2C=CC=CC=2)C2C=CC=CC=2)[P](C2C=CC=CC=2)(C2C=CC=CC=2)C2C=CC=CC=2)(C2C=CC=CC=2)C2C=CC=CC=2)=CC=1. The product is [C:27]([O:26][C:24]([NH:23][CH2:22][CH2:21][N:3]1[C:4]2[C:9](=[CH:8][CH:7]=[C:6]([C:17]([O:19][CH3:20])=[O:18])[CH:5]=2)[C:10]([CH:11]2[CH2:16][CH2:15][CH2:14][CH2:13][CH2:12]2)=[C:2]1[C:4]1[CH:9]=[CH:8][CH:7]=[CH:6][C:5]=1[CH:31]=[O:34])=[O:25])([CH3:30])([CH3:29])[CH3:28]. The yield is 0.850. (2) The reactants are Br[C:2]1[CH:12]=[CH:11][CH:10]=[C:9]([O:13][CH3:14])[C:3]=1[C:4]([O:6][CH2:7][CH3:8])=[O:5].[CH3:15][N:16]1[C:20](B2OC(C)(C)C(C)(C)O2)=[C:19]([CH3:30])[CH:18]=[N:17]1.C([O-])([O-])=O.[Na+].[Na+]. The catalyst is COCCOC.O.C1C=CC([P]([Pd]([P](C2C=CC=CC=2)(C2C=CC=CC=2)C2C=CC=CC=2)([P](C2C=CC=CC=2)(C2C=CC=CC=2)C2C=CC=CC=2)[P](C2C=CC=CC=2)(C2C=CC=CC=2)C2C=CC=CC=2)(C2C=CC=CC=2)C2C=CC=CC=2)=CC=1. The product is [CH3:15][N:16]1[C:20]([C:2]2[CH:12]=[CH:11][CH:10]=[C:9]([O:13][CH3:14])[C:3]=2[C:4]([O:6][CH2:7][CH3:8])=[O:5])=[C:19]([CH3:30])[CH:18]=[N:17]1. The yield is 0.950. (3) The reactants are [H-].[Na+].[CH2:3]1COCC1.[NH:8]1[C:16]2[C:11](=[CH:12][CH:13]=[CH:14][CH:15]=2)[C:10]([C:17]2[CH2:18][CH2:19][N:20]([CH2:23][CH2:24][N:25]3[C:34](=[O:35])[C:33]4[C:28](=[CH:29][CH:30]=[CH:31][CH:32]=4)[N:27]=[CH:26]3)[CH2:21][CH:22]=2)=[CH:9]1.IC. The catalyst is O. The product is [CH3:3][N:8]1[C:16]2[C:11](=[CH:12][CH:13]=[CH:14][CH:15]=2)[C:10]([C:17]2[CH2:18][CH2:19][N:20]([CH2:23][CH2:24][N:25]3[C:34](=[O:35])[C:33]4[C:28](=[CH:29][CH:30]=[CH:31][CH:32]=4)[N:27]=[CH:26]3)[CH2:21][CH:22]=2)=[CH:9]1. The yield is 0.630. (4) The reactants are C[O:2][C:3]([C:5]1[C:20]([NH:21][C:22]2[CH:27]=[CH:26][C:25]([Br:28])=[CH:24][C:23]=2[Cl:29])=[C:19]([F:30])[C:8]2[N:9]=[CH:10][N:11]([CH2:12][CH:13]3[CH2:18][CH2:17][CH2:16][CH2:15][O:14]3)[C:7]=2[CH:6]=1)=[O:4].O1CCCC1.O.[Li+].[OH-]. The catalyst is O.Cl.C(OCC)(=O)C.O1CCCC1. The product is [Br:28][C:25]1[CH:26]=[CH:27][C:22]([NH:21][C:20]2[C:5]([C:3]([OH:4])=[O:2])=[CH:6][C:7]3[N:11]([CH2:12][CH:13]4[CH2:18][CH2:17][CH2:16][CH2:15][O:14]4)[CH:10]=[N:9][C:8]=3[C:19]=2[F:30])=[C:23]([Cl:29])[CH:24]=1. The yield is 1.00. (5) The reactants are [CH2:1]([O:3][C:4](=[O:9])[CH:5]([NH2:8])[C:6]#[N:7])[CH3:2].[CH:10](OCC)(OCC)OCC.[CH:20]1([NH2:23])[CH2:22][CH2:21]1. The catalyst is C(#N)C. The product is [CH2:1]([O:3][C:4]([C:5]1[N:8]=[CH:10][N:23]([CH:20]2[CH2:22][CH2:21]2)[C:6]=1[NH2:7])=[O:9])[CH3:2]. The yield is 0.570. (6) The reactants are C(OC([N:8]1[CH2:13][CH2:12][CH2:11][CH2:10][CH:9]1[CH2:14][C:15](O)=O)=O)(C)(C)C.[F:18][C:19]1[CH:20]=[C:21]([NH2:27])[C:22]([NH2:26])=[CH:23][C:24]=1[F:25].C(=O)([O-])[O-].[K+].[K+]. No catalyst specified. The product is [F:18][C:19]1[C:24]([F:25])=[CH:23][C:22]2[NH:26][C:15]([CH2:14][CH:9]3[CH2:10][CH2:11][CH2:12][CH2:13][NH:8]3)=[N:27][C:21]=2[CH:20]=1. The yield is 0.690. (7) The reactants are [S:1]1[C:5]2[CH:6]=[C:7]([N:10]([CH3:15])[S:11]([CH3:14])(=[O:13])=[O:12])[CH:8]=[CH:9][C:4]=2[N:3]=C1.O.NN. The catalyst is C(O)C. The product is [NH2:3][C:4]1[CH:9]=[CH:8][C:7]([N:10]([CH3:15])[S:11]([CH3:14])(=[O:13])=[O:12])=[CH:6][C:5]=1[SH:1]. The yield is 0.860.